Task: Predict the product of the given reaction.. Dataset: Forward reaction prediction with 1.9M reactions from USPTO patents (1976-2016) Given the reactants [C:1]([OH:9])(=[O:8])[CH:2]([CH2:4][C:5]([OH:7])=[O:6])[OH:3], predict the reaction product. The product is: [C:1]([OH:9])(=[O:8])[CH:2]([CH2:4][C:5]([OH:7])=[O:6])[OH:3].[C:1]([O-:9])(=[O:8])[CH:2]([CH2:4][C:5]([O-:7])=[O:6])[OH:3].